Dataset: Reaction yield outcomes from USPTO patents with 853,638 reactions. Task: Predict the reaction yield, written as a fraction of the theoretical maximum amount of product (1.0 means a 100% yield; for example, 0.34 means a 34% yield). (1) The reactants are Cl.[CH:2]12[NH:11][CH:6]([CH2:7][C:8](=[O:10])[CH2:9]1)[CH2:5][O:4][CH2:3]2.[C:12](Cl)([O:14][CH2:15][C:16]1[CH:21]=[CH:20][CH:19]=[CH:18][CH:17]=1)=[O:13]. The catalyst is ClCCl. The product is [O:10]=[C:8]1[CH2:9][CH:2]2[N:11]([C:12]([O:14][CH2:15][C:16]3[CH:21]=[CH:20][CH:19]=[CH:18][CH:17]=3)=[O:13])[CH:6]([CH2:5][O:4][CH2:3]2)[CH2:7]1. The yield is 0.640. (2) The reactants are O.[C:2]([NH:9][C@@H:10]([C:15]([OH:17])=O)[CH2:11][CH:12]([CH3:14])[CH3:13])([O:4][C:5]([CH3:8])([CH3:7])[CH3:6])=[O:3].[CH2:18]([N:20](CC)[CH2:21]C)C.Cl.CNC.C1CN([P+](ON2N=NC3C=CC=CC2=3)(N2CCCC2)N2CCCC2)CC1.F[P-](F)(F)(F)(F)F. The catalyst is CN(C=O)C.CCOC(C)=O. The product is [C:5]([O:4][C:2](=[O:3])[NH:9][C@@H:10]([C:15](=[O:17])[N:20]([CH3:21])[CH3:18])[CH2:11][CH:12]([CH3:14])[CH3:13])([CH3:8])([CH3:7])[CH3:6]. The yield is 0.580. (3) The reactants are [CH3:1][C:2]1[N:3]=[C:4]2[CH:9]=[CH:8][C:7]([CH3:10])=[N:6][N:5]2[CH:11]=1.Br[C:13]1[S:17][C:16]([C:18]2[N:22]([CH3:23])[N:21]=[CH:20][N:19]=2)=[CH:15][C:14]=1[Cl:24].C([O-])([O-])=O.[Cs+].[Cs+].N#N.C1C=CC(P(C2C=CC=CC=2)C2C=CC=CC=2)=CC=1. The catalyst is C(Cl)Cl.CC([O-])=O.CC([O-])=O.[Pd+2].CN(C=O)C. The product is [Cl:24][C:14]1[CH:15]=[C:16]([C:18]2[N:22]([CH3:23])[N:21]=[CH:20][N:19]=2)[S:17][C:13]=1[C:11]1[N:5]2[N:6]=[C:7]([CH3:10])[CH:8]=[CH:9][C:4]2=[N:3][C:2]=1[CH3:1]. The yield is 0.390. (4) The reactants are [F:1][C:2]1[C:7]([C:8]2[CH:9]=[C:10]([CH2:22][N:23](C)[C:24](=O)OC(C)(C)C)[S:11][C:12]=2[S:13]([C:16]2[CH:21]=[CH:20][N:19]=[CH:18][CH:17]=2)(=[O:15])=[O:14])=[CH:6][CH:5]=[CH:4][N:3]=1.C(OCC)(=O)C.[ClH:38]. The catalyst is C(OCC)(=O)C.C(O)C. The product is [ClH:38].[ClH:38].[F:1][C:2]1[C:7]([C:8]2[CH:9]=[C:10]([CH2:22][NH:23][CH3:24])[S:11][C:12]=2[S:13]([C:16]2[CH:21]=[CH:20][N:19]=[CH:18][CH:17]=2)(=[O:14])=[O:15])=[CH:6][CH:5]=[CH:4][N:3]=1. The yield is 0.870. (5) The reactants are [NH2:1][C@@H:2]1[CH2:7][CH2:6][C@H:5]([C:8]([OH:10])=[O:9])[CH2:4][CH2:3]1.C(=O)([O-])[O-].[K+].[K+].[CH2:17](Br)[C:18]1[CH:23]=[CH:22][CH:21]=[CH:20][CH:19]=1. The catalyst is C(#N)C. The product is [CH2:17]([N:1]([C@@H:2]1[CH2:7][CH2:6][C@H:5]([C:8]([O:10][CH2:8][C:5]2[CH:6]=[CH:7][CH:2]=[CH:3][CH:4]=2)=[O:9])[CH2:4][CH2:3]1)[CH2:17][C:18]1[CH:23]=[CH:22][CH:21]=[CH:20][CH:19]=1)[C:18]1[CH:23]=[CH:22][CH:21]=[CH:20][CH:19]=1. The yield is 0.510. (6) The reactants are [CH3:1][C:2]1[CH:3]=[C:4]([CH:9]=[C:10]([C:14]2[CH:19]=[CH:18][C:17]([OH:20])=[CH:16][CH:15]=2)[C:11]([OH:13])=[O:12])[CH:5]=[C:6]([CH3:8])[CH:7]=1.[H-].[Na+].F[C:24]1[CH:31]=[CH:30][C:27]([CH:28]=[O:29])=[CH:26][CH:25]=1.C(O)(=O)CC(CC(O)=O)(C(O)=O)O. The catalyst is CN(C=O)C. The product is [CH3:1][C:2]1[CH:3]=[C:4]([CH:9]=[C:10]([C:14]2[CH:15]=[CH:16][C:17]([O:20][C:24]3[CH:31]=[CH:30][C:27]([CH:28]=[O:29])=[CH:26][CH:25]=3)=[CH:18][CH:19]=2)[C:11]([OH:13])=[O:12])[CH:5]=[C:6]([CH3:8])[CH:7]=1. The yield is 0.800. (7) The reactants are [Br:1][C:2]1[CH:7]=[CH:6][C:5]([C:8]2[CH:18]=[C:11]3[N:12]=[C:13]([Cl:17])[CH:14]=[C:15](Cl)[N:10]3[N:9]=2)=[CH:4][CH:3]=1.[NH:19]1[CH2:24][CH2:23][O:22][CH2:21][CH2:20]1. The catalyst is O1CCOCC1.O. The product is [Br:1][C:2]1[CH:7]=[CH:6][C:5]([C:8]2[CH:18]=[C:11]3[N:12]=[C:13]([Cl:17])[CH:14]=[C:15]([N:19]4[CH2:24][CH2:23][O:22][CH2:21][CH2:20]4)[N:10]3[N:9]=2)=[CH:4][CH:3]=1. The yield is 0.960.